This data is from Reaction yield outcomes from USPTO patents with 853,638 reactions. The task is: Predict the reaction yield, written as a fraction of the theoretical maximum amount of product (1.0 means a 100% yield; for example, 0.34 means a 34% yield). (1) The reactants are [F:1][CH:2]([CH2:6][CH2:7][CH2:8][C:9]1[CH:14]=[CH:13][CH:12]=[CH:11][CH:10]=1)[C:3](O)=[O:4].[CH3:15][O:16][NH:17][CH3:18].Cl.CN1CCOCC1.Cl. The catalyst is C(Cl)Cl.CN(C1C=CN=CC=1)C. The product is [F:1][CH:2]([CH2:6][CH2:7][CH2:8][C:9]1[CH:14]=[CH:13][CH:12]=[CH:11][CH:10]=1)[C:3]([N:17]([O:16][CH3:15])[CH3:18])=[O:4]. The yield is 0.770. (2) The reactants are [N+:1](=[C:3]([C:11](=[O:13])[CH3:12])[C:4]([O:6][C:7]([CH3:10])([CH3:9])[CH3:8])=[O:5])=[N-].[C:14](N)(=[O:21])[C:15]1[CH:20]=[CH:19][CH:18]=[CH:17][CH:16]=1. The catalyst is ClCCCl.C([O-])(=O)C.C([O-])(=O)C.C([O-])(=O)C.C([O-])(=O)C.[Rh+3].[Rh+3]. The product is [C:14]([NH:1][CH:3]([C:11](=[O:13])[CH3:12])[C:4]([O:6][C:7]([CH3:10])([CH3:9])[CH3:8])=[O:5])(=[O:21])[C:15]1[CH:20]=[CH:19][CH:18]=[CH:17][CH:16]=1. The yield is 0.510. (3) The reactants are [CH2:1]1[CH2:6][C@H:5]([C:7]([OH:9])=[O:8])[CH2:4][CH2:3][C@H:2]1[CH2:10][NH2:11].[CH3:12][CH:13]([CH3:30])[C:14]([O:16][CH:17]([O:19][C:20](ON1C(=O)CCC1=O)=[O:21])[CH3:18])=[O:15]. No catalyst specified. The product is [CH3:12][CH:13]([CH3:30])[C:14]([O:16][CH:17]([O:19][C:20]([CH:10]([NH2:11])[C@H:2]1[CH2:3][CH2:4][C@H:5]([C:7]([OH:9])=[O:8])[CH2:6][CH2:1]1)=[O:21])[CH3:18])=[O:15]. The yield is 0.530. (4) The reactants are [NH2:1][C:2]1[CH:3]=[N:4][N:5]([CH3:20])[C:6]=1[N:7]1[CH2:11][CH2:10][C@H:9]([NH:12]C(=O)OC(C)(C)C)[CH2:8]1.C(OC([NH:28][C:29]1[S:33][C:32]([C:34]2[C:39]([F:40])=[CH:38][CH:37]=[CH:36][C:35]=2[F:41])=[N:31][C:30]=1[C:42](O)=[O:43])=O)(C)(C)C.CN(C(ON1N=NC2C=CC=NC1=2)=[N+](C)C)C.F[P-](F)(F)(F)(F)F. No catalyst specified. The product is [NH2:28][C:29]1[S:33][C:32]([C:34]2[C:39]([F:40])=[CH:38][CH:37]=[CH:36][C:35]=2[F:41])=[N:31][C:30]=1[C:42]([NH:1][C:2]1[CH:3]=[N:4][N:5]([CH3:20])[C:6]=1[N:7]1[CH2:11][CH2:10][C@H:9]([NH2:12])[CH2:8]1)=[O:43]. The yield is 0.170.